Dataset: Catalyst prediction with 721,799 reactions and 888 catalyst types from USPTO. Task: Predict which catalyst facilitates the given reaction. Reactant: [Br:1][C:2]1[CH:3]=[C:4]([CH:8]=[C:9]([Br:21])[C:10]=1[O:11][C:12]1[CH:17]=[CH:16][C:15]([N+:18]([O-:20])=[O:19])=[CH:14][CH:13]=1)[C:5]([OH:7])=[O:6].[C:22]1(C)C(S(O)(=O)=O)=CC=CC=1. Product: [CH3:22][O:6][C:5](=[O:7])[C:4]1[CH:3]=[C:2]([Br:1])[C:10]([O:11][C:12]2[CH:13]=[CH:14][C:15]([N+:18]([O-:20])=[O:19])=[CH:16][CH:17]=2)=[C:9]([Br:21])[CH:8]=1. The catalyst class is: 5.